Dataset: Full USPTO retrosynthesis dataset with 1.9M reactions from patents (1976-2016). Task: Predict the reactants needed to synthesize the given product. (1) Given the product [O:7]1[CH2:10][CH2:11][O:12][CH:6]1[C:5]1[CH:8]=[CH:9][C:2]([F:1])=[N:3][CH:4]=1, predict the reactants needed to synthesize it. The reactants are: [F:1][C:2]1[CH:9]=[CH:8][C:5]([CH:6]=[O:7])=[CH:4][N:3]=1.[CH2:10](O)[CH2:11][OH:12].C1(C)C=CC(S(O)(=O)=O)=CC=1. (2) Given the product [N:10]1[CH:11]=[CH:12][CH:13]=[CH:14][C:1]=1[S:2][S:3][CH2:4][CH2:9][OH:18], predict the reactants needed to synthesize it. The reactants are: [C:1]1([CH:14]=[CH:13][CH:12]=[CH:11][N:10]=1)[S:2][S:3][C:4]1[CH:9]=CC=CN=1.SCC[OH:18].